Dataset: Full USPTO retrosynthesis dataset with 1.9M reactions from patents (1976-2016). Task: Predict the reactants needed to synthesize the given product. (1) The reactants are: [OH:1][C:2]1[CH:3]=[C:4]([CH:9]=[CH:10][C:11]=1[OH:12])[CH:5]=[CH:6][CH:7]=O.[C:13]([CH2:15][C:16]([N-:18][CH2:19][C:20]1[CH:25]=[CH:24][C:23]([O:26][CH3:27])=[C:22]([O:28][CH3:29])[CH:21]=1)=[O:17])#[N:14].N1CCCCC1.Cl. Given the product [CH3:29][O:28][C:22]1[CH:21]=[C:20]([CH:25]=[CH:24][C:23]=1[O:26][CH3:27])[CH2:19][NH:18][C:16](/[C:15](=[CH:7]/[CH:6]=[CH:5]/[C:4]1[CH:9]=[CH:10][C:11]([OH:12])=[C:2]([OH:1])[CH:3]=1)/[C:13]#[N:14])=[O:17], predict the reactants needed to synthesize it. (2) Given the product [F:23][C:22]1[C:16]2[O:15][CH2:14][CH:13]([CH2:12][NH:28][CH2:27][CH:26]([CH3:29])[CH3:25])[O:18][C:17]=2[CH:19]=[C:20]([F:24])[CH:21]=1, predict the reactants needed to synthesize it. The reactants are: CC1C=CC(S(O[CH2:12][CH:13]2[O:18][C:17]3[CH:19]=[C:20]([F:24])[CH:21]=[C:22]([F:23])[C:16]=3[O:15][CH2:14]2)(=O)=O)=CC=1.[CH3:25][CH:26]([CH3:29])[CH2:27][NH2:28]. (3) Given the product [Cl:23][C:13]1[C:14]2[C:19](=[CH:18][CH:17]=[CH:16][CH:15]=2)[C:10]([CH2:9][CH2:8][C:5]2[CH:6]=[N:7][C:2]([CH3:1])=[CH:3][CH:4]=2)=[CH:11][N:12]=1, predict the reactants needed to synthesize it. The reactants are: [CH3:1][C:2]1[N:7]=[CH:6][C:5]([CH2:8][CH2:9][C:10]2[C:19]3[C:14](=[CH:15][CH:16]=[CH:17][CH:18]=3)[C:13](=O)[NH:12][CH:11]=2)=[CH:4][CH:3]=1.P(Cl)(Cl)([Cl:23])=O.Cl.O.N. (4) Given the product [Cl:1][C:2]1[CH:3]=[C:4]([N:12]=[C:13]2[N:18]([CH2:19][C:20]3[CH:25]=[CH:24][C:23]([O:26][CH3:27])=[CH:22][CH:21]=3)[C:17](=[O:28])[N:16]([CH2:29][C@@H:30]([C:32]([OH:34])=[O:33])[CH3:31])[C:15](=[O:36])[N:14]2[CH3:37])[CH:5]=[CH:6][C:7]=1[O:8][CH:9]([CH3:11])[CH3:10], predict the reactants needed to synthesize it. The reactants are: [Cl:1][C:2]1[CH:3]=[C:4]([N:12]=[C:13]2[N:18]([CH2:19][C:20]3[CH:25]=[CH:24][C:23]([O:26][CH3:27])=[CH:22][CH:21]=3)[C:17](=[O:28])[N:16]([CH2:29][C@@H:30]([C:32]([O:34]C)=[O:33])[CH3:31])[C:15](=[O:36])[N:14]2[CH3:37])[CH:5]=[CH:6][C:7]=1[O:8][CH:9]([CH3:11])[CH3:10].CO.[OH-].[Li+].C(O)(=O)CC(CC(O)=O)(C(O)=O)O. (5) The reactants are: [F:1][C:2]1[N:7]=[C:6]([F:8])[C:5]([Cl:9])=[C:4](F)[N:3]=1.[CH3:11][CH:12]1[CH2:17][CH:16]([CH3:18])[CH2:15][NH:14][CH2:13]1. Given the product [Cl:9][C:5]1[C:6]([F:8])=[N:7][C:2]([F:1])=[N:3][C:4]=1[N:14]1[CH2:15][CH:16]([CH3:18])[CH2:17][CH:12]([CH3:11])[CH2:13]1, predict the reactants needed to synthesize it.